The task is: Predict the reactants needed to synthesize the given product.. This data is from Full USPTO retrosynthesis dataset with 1.9M reactions from patents (1976-2016). Given the product [CH2:24]([N:5]([CH2:1][CH2:2][CH2:3][CH3:4])[C:6]1[CH:11]=[CH:10][C:9]([CH:12]=[CH:13][C:14]2[CH:21]=[CH:20][C:17]([CH:18]=[CH:35][C:34]3[C:33]([CH3:36])([CH3:37])[O:32][C:31](=[C:38]([C:39]#[N:40])[C:41]#[N:42])[C:30]=3[C:28]#[N:29])=[CH:16][CH:15]=2)=[C:8]([O:22][CH3:23])[CH:7]=1)[CH2:25][CH2:26][CH3:27], predict the reactants needed to synthesize it. The reactants are: [CH2:1]([N:5]([CH2:24][CH2:25][CH2:26][CH3:27])[C:6]1[CH:11]=[CH:10][C:9]([CH:12]=[CH:13][C:14]2[CH:21]=[CH:20][C:17]([CH:18]=O)=[CH:16][CH:15]=2)=[C:8]([O:22][CH3:23])[CH:7]=1)[CH2:2][CH2:3][CH3:4].[C:28]([C:30]1[C:31](=[C:38]([C:41]#[N:42])[C:39]#[N:40])[O:32][C:33]([CH3:37])([CH3:36])[C:34]=1[CH3:35])#[N:29].C([O-])(=O)C.[NH4+].